This data is from Reaction yield outcomes from USPTO patents with 853,638 reactions. The task is: Predict the reaction yield, written as a fraction of the theoretical maximum amount of product (1.0 means a 100% yield; for example, 0.34 means a 34% yield). (1) The reactants are [F:1][C:2]1[C:3]([N+:9]([O-])=O)=[C:4]([OH:8])[CH:5]=[CH:6][CH:7]=1. The catalyst is CCO.[Pd]. The product is [NH2:9][C:3]1[C:2]([F:1])=[CH:7][CH:6]=[CH:5][C:4]=1[OH:8]. The yield is 0.857. (2) The reactants are [F:1][C:2]1[C:12]([S:13]CC2C=CC(OC)=CC=2)=[CH:11][CH:10]=[CH:9][C:3]=1[C:4]([O:6][CH2:7][CH3:8])=[O:5]. The catalyst is C(O)(C(F)(F)F)=O. The product is [F:1][C:2]1[C:12]([SH:13])=[CH:11][CH:10]=[CH:9][C:3]=1[C:4]([O:6][CH2:7][CH3:8])=[O:5]. The yield is 0.620. (3) The reactants are [O:1]=O.[F:3][C:4]1([C:7]2[CH:12]=[CH:11]C(C)=[CH:9][CH:8]=2)[CH2:6][CH2:5]1.[CH:14](=[O:16])[CH3:15]. The catalyst is C(O)(=O)C.O.O.O.O.C([O-])(=O)C.[Co+2].C([O-])(=O)C. The product is [F:3][C:4]1([C:7]2[CH:12]=[CH:11][C:15]([C:14]([OH:1])=[O:16])=[CH:9][CH:8]=2)[CH2:6][CH2:5]1. The yield is 0.460.